From a dataset of NCI-60 drug combinations with 297,098 pairs across 59 cell lines. Regression. Given two drug SMILES strings and cell line genomic features, predict the synergy score measuring deviation from expected non-interaction effect. (1) Drug 1: CN(C)N=NC1=C(NC=N1)C(=O)N. Drug 2: C(=O)(N)NO. Cell line: HT29. Synergy scores: CSS=4.99, Synergy_ZIP=-0.580, Synergy_Bliss=-2.43, Synergy_Loewe=-7.02, Synergy_HSA=-2.56. (2) Drug 1: C1C(C(OC1N2C=C(C(=O)NC2=O)F)CO)O. Drug 2: C1C(C(OC1N2C=NC3=C2NC=NCC3O)CO)O. Cell line: HS 578T. Synergy scores: CSS=7.56, Synergy_ZIP=1.45, Synergy_Bliss=3.19, Synergy_Loewe=5.17, Synergy_HSA=3.88. (3) Drug 1: CNC(=O)C1=NC=CC(=C1)OC2=CC=C(C=C2)NC(=O)NC3=CC(=C(C=C3)Cl)C(F)(F)F. Drug 2: CC(C)NC(=O)C1=CC=C(C=C1)CNNC.Cl. Cell line: UO-31. Synergy scores: CSS=-2.81, Synergy_ZIP=3.37, Synergy_Bliss=3.19, Synergy_Loewe=-2.76, Synergy_HSA=-2.40. (4) Drug 1: CC1=CC=C(C=C1)C2=CC(=NN2C3=CC=C(C=C3)S(=O)(=O)N)C(F)(F)F. Drug 2: CC1=C2C(C(=O)C3(C(CC4C(C3C(C(C2(C)C)(CC1OC(=O)C(C(C5=CC=CC=C5)NC(=O)OC(C)(C)C)O)O)OC(=O)C6=CC=CC=C6)(CO4)OC(=O)C)O)C)O. Cell line: CAKI-1. Synergy scores: CSS=9.71, Synergy_ZIP=5.87, Synergy_Bliss=8.76, Synergy_Loewe=3.35, Synergy_HSA=4.18. (5) Drug 1: C1CCC(CC1)NC(=O)N(CCCl)N=O. Drug 2: COC1=C2C(=CC3=C1OC=C3)C=CC(=O)O2. Cell line: MDA-MB-435. Synergy scores: CSS=5.82, Synergy_ZIP=0.161, Synergy_Bliss=3.02, Synergy_Loewe=-0.782, Synergy_HSA=-1.36. (6) Drug 2: CC1C(C(CC(O1)OC2CC(CC3=C2C(=C4C(=C3O)C(=O)C5=CC=CC=C5C4=O)O)(C(=O)C)O)N)O. Drug 1: CC12CCC3C(C1CCC2O)C(CC4=C3C=CC(=C4)O)CCCCCCCCCS(=O)CCCC(C(F)(F)F)(F)F. Cell line: BT-549. Synergy scores: CSS=24.3, Synergy_ZIP=-4.12, Synergy_Bliss=-0.0140, Synergy_Loewe=-8.59, Synergy_HSA=-1.59.